Dataset: Full USPTO retrosynthesis dataset with 1.9M reactions from patents (1976-2016). Task: Predict the reactants needed to synthesize the given product. (1) The reactants are: FC(F)(F)C(O)=O.C([O:12][C:13](=[O:38])[CH2:14][O:15][C:16]1[CH:21]=[CH:20][C:19]([CH:22]([CH3:36])[C:23]([OH:35])([C:28]2[CH:33]=[CH:32][N:31]=[C:30]([CH3:34])[CH:29]=2)[C:24]([F:27])([F:26])[F:25])=[C:18]([Cl:37])[CH:17]=1)(C)(C)C. Given the product [Cl:37][C:18]1[CH:17]=[C:16]([CH:21]=[CH:20][C:19]=1[CH:22]([CH3:36])[C:23]([OH:35])([C:28]1[CH:33]=[CH:32][N:31]=[C:30]([CH3:34])[CH:29]=1)[C:24]([F:26])([F:27])[F:25])[O:15][CH2:14][C:13]([OH:38])=[O:12], predict the reactants needed to synthesize it. (2) Given the product [Br:17][C:18]1[CH:23]=[CH:22][C:21]([C:13]2[CH:14]=[CH:15][C:10]([CH2:9][O:8][Si:5]([C:1]([CH3:4])([CH3:3])[CH3:2])([CH3:7])[CH3:6])=[CH:11][CH:12]=2)=[C:20]([F:27])[CH:19]=1, predict the reactants needed to synthesize it. The reactants are: [C:1]([Si:5]([O:8][CH2:9][C:10]1[CH:15]=[CH:14][C:13](I)=[CH:12][CH:11]=1)([CH3:7])[CH3:6])([CH3:4])([CH3:3])[CH3:2].[Br:17][C:18]1[CH:23]=[CH:22][C:21](B(O)O)=[C:20]([F:27])[CH:19]=1. (3) The reactants are: [CH2:1]([O:4][CH2:5][C@H:6]([NH:13]C(=O)C(F)(F)F)[C:7]1[CH:12]=[CH:11][CH:10]=[CH:9][CH:8]=1)[CH:2]=[CH2:3].C(=O)([O-])[O-].[K+].[K+].CO. Given the product [CH2:1]([O:4][CH2:5][C@@H:6]([C:7]1[CH:12]=[CH:11][CH:10]=[CH:9][CH:8]=1)[NH2:13])[CH:2]=[CH2:3], predict the reactants needed to synthesize it. (4) Given the product [CH2:15]([N:3]1[C:4]([Br:8])=[C:5]([Br:7])[N:6]=[C:2]1[Br:1])[C:16]1[CH:21]=[CH:20][CH:19]=[CH:18][CH:17]=1, predict the reactants needed to synthesize it. The reactants are: [Br:1][C:2]1[NH:3][C:4]([Br:8])=[C:5]([Br:7])[N:6]=1.C(=O)([O-])[O-].[Cs+].[Cs+].[CH2:15](Br)[C:16]1[CH:21]=[CH:20][CH:19]=[CH:18][CH:17]=1.Cl.O1CCOCC1. (5) Given the product [Cl:1][C:2]1[CH:3]=[CH:4][C:5]([S:9][CH3:10])=[C:6]([NH:8][S:18]([C:15]2[CH:16]=[CH:17][C:12]([CH3:11])=[C:13]([N+:22]([O-:24])=[O:23])[CH:14]=2)(=[O:19])=[O:20])[CH:7]=1, predict the reactants needed to synthesize it. The reactants are: [Cl:1][C:2]1[CH:3]=[CH:4][C:5]([S:9][CH3:10])=[C:6]([NH2:8])[CH:7]=1.[CH3:11][C:12]1[CH:17]=[CH:16][C:15]([S:18](Cl)(=[O:20])=[O:19])=[CH:14][C:13]=1[N+:22]([O-:24])=[O:23]. (6) Given the product [CH:1]([C:3]1[N:5]([CH:6]2[CH2:7][CH2:8][N:9]([C:12]([O:14][C:15]([CH3:18])([CH3:17])[CH3:16])=[O:13])[CH2:10][CH2:11]2)[CH:37]=[N:36][C:29]=1[C:30]1[CH:35]=[CH:34][CH:33]=[CH:32][CH:31]=1)=[O:2], predict the reactants needed to synthesize it. The reactants are: [CH:1]([CH:3]=O)=[O:2].[NH2:5][CH:6]1[CH2:11][CH2:10][N:9]([C:12]([O:14][C:15]([CH3:18])([CH3:17])[CH3:16])=[O:13])[CH2:8][CH2:7]1.CC1C=CC(S([CH:29]([N+:36]#[C-:37])[C:30]2[CH:35]=[CH:34][CH:33]=[CH:32][CH:31]=2)(=O)=O)=CC=1.C(=O)([O-])[O-].[K+].[K+]. (7) Given the product [Br:1][C:2]1[CH:3]=[C:4]([CH2:5][S:22]([CH3:26])(=[O:24])=[O:21])[CH:8]=[CH:9][C:10]=1[O:11][C:12]1[CH:17]=[CH:16][C:15]([F:18])=[CH:14][C:13]=1[F:19], predict the reactants needed to synthesize it. The reactants are: [Br:1][C:2]1[CH:3]=[C:4]([CH:8]=[CH:9][C:10]=1[O:11][C:12]1[CH:17]=[CH:16][C:15]([F:18])=[CH:14][C:13]=1[F:19])[CH2:5]SC.O[O:21][S:22]([O-:24])=O.[K+].[CH3:26]O. (8) Given the product [F:11][C:8]1[CH:9]=[CH:10][C:4]2[C:3]([C:12]#[N:13])=[C:2]([NH:1][C:15]3[CH:20]=[CH:19][CH:18]=[CH:17][C:16]=3[N+:21]([O-:23])=[O:22])[S:6][C:5]=2[CH:7]=1, predict the reactants needed to synthesize it. The reactants are: [NH2:1][C:2]1[S:6][C:5]2[CH:7]=[C:8]([F:11])[CH:9]=[CH:10][C:4]=2[C:3]=1[C:12]#[N:13].F[C:15]1[CH:20]=[CH:19][CH:18]=[CH:17][C:16]=1[N+:21]([O-:23])=[O:22].[H-].[Na+].